Dataset: Experimentally validated miRNA-target interactions with 360,000+ pairs, plus equal number of negative samples. Task: Binary Classification. Given a miRNA mature sequence and a target amino acid sequence, predict their likelihood of interaction. (1) The miRNA is mmu-miR-6344 with sequence GUUUUCCUACUGUUUCCCUUUU. The protein sequence of the target gene is MDQYCILGRIGEGAHGIVFKAKHVETGEIVALKKVALRRLEDGFPNQALREIKALQEMEDNQYVVQLKAVFPHGGGFVLAFEFMLSDLAEVVRHAQRPLAQAQVKSYLQMLLKGVAFCHANNIVHRDLKPANLLISASGQLKIADFGLARVFSPDGSRLYTHQVATRWYRAPELLYGARQYDQGVDLWSVGCIMGELLNGSPLFPGKNDIEQLCYVLRILGTPNPQVWPELTELPDYNKISFKEQVPMPLEEVLPDVSPQALDLLGQFLLYPPHQRIAASKALLHQYFFTAPLPAHPSEL.... Result: 0 (no interaction). (2) The miRNA is hsa-miR-3680-3p with sequence UUUUGCAUGACCCUGGGAGUAGG. The protein sequence of the target gene is MTSDQDAKVVAEPQAQRVQEGKDSSHLMNGPISQTTSQTRSLPALTQVPTTKVSELNPNAKVWGTHMLHLEASSAAVGVNAAWEEAPGHPTDCDQQVLGLDANGDGDKSRENAALPDAQEAEQTDMSTLALDHSEYEPLPENNDTGGNESQPESQEDPREVLKKTLEFCLSRENLASDMYLISQMDSDQYVPITTVANLDHIKKLSTDVDLIVEVLRSLPLVQVDEKGEKVRPNQNRCIVILREISESTPVEEVEALFKGDNLPKFINCEFAYNDNWFITFETEADAQQAYKYLREEVRT.... Result: 0 (no interaction). (3) The miRNA is hsa-miR-520d-5p with sequence CUACAAAGGGAAGCCCUUUC. The protein sequence of the target gene is MEDSMDMDMSPLRPQNYLFGCELKADKDYHFKVDNDENEHQLSLRTVSLGAGAKDELHIVEAEAMNYEGSPIKVTLATLKMSVQPTVSLGGFEITPPVVLRLKCGSGPVHISGQHLVAVEEDAESEDEEEEDVKLLSISGKRSAPGGGSKVPQKKVKLAADEDDDDDDEEDDDEDDDDDDFDDEEAEEKAPVKKSIRDTPAKNAQKSNQNGKDSKPSSTPRSKGQESFKKQEKTPKTPKGPSSVEDIKAKMQASIEKGGSLPKVEAKFINYVKNCFRMTDQEAIQDLWQWRKSL. Result: 1 (interaction). (4) The miRNA is cel-miR-49-3p with sequence AAGCACCACGAGAAGCUGCAGA. The protein sequence of the target gene is MHSLKKVTFEDVAIDFTQEEWAMMDTSKRKLYRDVMLENISHLVSLGYQISKSYIILQLEQGKELWREGREFLQDQNPDRESALKKKHMISMHPITRKDASTSMTMENSLILEDPFECNDSGEDCTHSSTITQRLLTHSGKKPYVSKQCGKSLRNLFSPKPHKQIHTKGKSYQCNLCEKAYTNCFRLRRHKMTHTGERPYACHLCGKAFTQCSHLRRHEKTHTGERPYKCHQCGKAFIQSFNLRRHERTHLGKKCYECDKSGKAFSQSSGFRGNKIIHTGEKPHACLLCGKAFSLSSDLR.... Result: 0 (no interaction). (5) The miRNA is hsa-miR-515-5p with sequence UUCUCCAAAAGAAAGCACUUUCUG. The protein sequence of the target gene is MEQKEGKLSEDGTTVSPAADNPEMSGGGAPAEETKGTAGKAINEGPPTESGKQEKAPAEDGMSAELQGEANGLDEVKVESQREAGGKEDAEAELKKEDGEKEETTVGSQEMTGRKEETKSEPKEAEEKESTLASEKQKAEEKEAKPESGQKADANDRDKPEPKATVEEEDAKTASQEETGQRKECSTEPKEKATDEEAKAESQKAVVEDEAKAEPKEPDGKEEAKHGAKEEADAKEEAEDAEEAEPGSPSEEQEQDVEKEPEGGAGVIPSSPEEWPESPTGEGHNLSTDGLGPDCVASGQ.... Result: 0 (no interaction). (6) The miRNA is hsa-miR-548ad-5p with sequence AAAAGUAAUUGUGGUUUUUG. The protein sequence of the target gene is MEHSGILASLILIAVLPQGSPFKIQVTEYEDKVFVTCNTSVMHLDGTVEGWFAKNKTLNLGKGVLDPRGIYLCNGTEQLAKVVSSVQVHYRMCQNCVELDSGTMAGVIFIDLIATLLLALGVYCFAGHETGRPSGAAEVQALLKNEQLYQPLRDREDTQYSRLGGNWPRNKKS. Result: 0 (no interaction).